This data is from Full USPTO retrosynthesis dataset with 1.9M reactions from patents (1976-2016). The task is: Predict the reactants needed to synthesize the given product. (1) Given the product [Cl:1][C:2]1[C:7]([NH2:8])=[C:6]([Cl:11])[CH:5]=[C:4]([CH3:12])[N:3]=1, predict the reactants needed to synthesize it. The reactants are: [Cl:1][C:2]1[C:7]([N+:8]([O-])=O)=[C:6]([Cl:11])[CH:5]=[C:4]([CH3:12])[N:3]=1.CO. (2) Given the product [Cl:7][CH2:21][N:22]1[C:31]2[C:26](=[C:27]([F:36])[CH:28]=[CH:29][C:30]=2[O:32][CH2:33][CH2:34][CH3:35])[C:25](=[O:37])[C:24]([C:38]2[CH:43]=[CH:42][C:41]([O:44][CH3:45])=[CH:40][CH:39]=2)=[CH:23]1, predict the reactants needed to synthesize it. The reactants are: C(OC(=O)C)C.[ClH:7].P(O[CH2:21][N:22]1[C:31]2[C:26](=[C:27]([F:36])[CH:28]=[CH:29][C:30]=2[O:32][CH2:33][CH2:34][CH3:35])[C:25](=[O:37])[C:24]([C:38]2[CH:43]=[CH:42][C:41]([O:44][CH3:45])=[CH:40][CH:39]=2)=[CH:23]1)(OC(C)(C)C)(OC(C)(C)C)=O. (3) Given the product [CH3:35][N:2]([CH3:1])[C@@H:3]1[CH2:7][CH2:6][N:5]([C:8]2[CH:9]=[C:10]([O:33][CH3:34])[C:11]([NH:17][C:18]3[N:23]=[C:22]([C:24]4[CH:25]=[N:26][N:27]5[CH:32]=[CH:31][CH:30]=[CH:29][C:28]=45)[CH:21]=[CH:20][N:19]=3)=[CH:12][C:13]=2[NH2:14])[CH2:4]1, predict the reactants needed to synthesize it. The reactants are: [CH3:1][N:2]([CH3:35])[C@@H:3]1[CH2:7][CH2:6][N:5]([C:8]2[C:13]([N+:14]([O-])=O)=[CH:12][C:11]([NH:17][C:18]3[N:23]=[C:22]([C:24]4[CH:25]=[N:26][N:27]5[CH:32]=[CH:31][CH:30]=[CH:29][C:28]=45)[CH:21]=[CH:20][N:19]=3)=[C:10]([O:33][CH3:34])[CH:9]=2)[CH2:4]1.[NH4+].[Cl-].C(O)C. (4) Given the product [Cl:25][CH2:26][C:27]([NH:17][C:13]1[CH:14]=[CH:15][CH:16]=[C:11]([C:2]2[CH:3]=[N:4][C:5]3[C:10](=[CH:9][CH:8]=[CH:7][CH:6]=3)[N:1]=2)[CH:12]=1)=[O:28], predict the reactants needed to synthesize it. The reactants are: [N:1]1[C:10]2[C:5](=[CH:6][CH:7]=[CH:8][CH:9]=2)[N:4]=[CH:3][C:2]=1[C:11]1[CH:12]=[C:13]([NH2:17])[CH:14]=[CH:15][CH:16]=1.CCN(CC)CC.[Cl:25][CH2:26][C:27](Cl)=[O:28]. (5) Given the product [Cl:19][C:20]1[C:26]([O:27][CH3:28])=[CH:25][C:23]([NH:24][C:2]2[C:11]3[C:6](=[CH:7][C:8]([O:14][CH2:15][CH2:16][O:17][CH3:18])=[C:9]([O:12][CH3:13])[CH:10]=3)[N:5]=[CH:4][CH:3]=2)=[C:22]([O:29][CH3:30])[CH:21]=1, predict the reactants needed to synthesize it. The reactants are: Cl[C:2]1[C:11]2[C:6](=[CH:7][C:8]([O:14][CH2:15][CH2:16][O:17][CH3:18])=[C:9]([O:12][CH3:13])[CH:10]=2)[N:5]=[CH:4][CH:3]=1.[Cl:19][C:20]1[C:26]([O:27][CH3:28])=[CH:25][C:23]([NH2:24])=[C:22]([O:29][CH3:30])[CH:21]=1. (6) Given the product [Cl:1][C:2]1[CH:3]=[C:4]([CH:8]=[CH:9][C:10]=1[O:11][CH:12]([CH3:14])[CH3:13])[C:5]([Cl:15])=[O:6], predict the reactants needed to synthesize it. The reactants are: [Cl:1][C:2]1[CH:3]=[C:4]([CH:8]=[CH:9][C:10]=1[O:11][CH:12]([CH3:14])[CH3:13])[C:5](O)=[O:6].[Cl:15]CCl.C(Cl)(=O)C(Cl)=O. (7) Given the product [ClH:19].[F:1][C:2]1[CH:3]=[C:4]2[C:5](=[CH:6][CH:7]=1)[NH:8][C:9](=[O:18])[CH:10]=[CH:11]2, predict the reactants needed to synthesize it. The reactants are: [F:1][C:2]1[CH:7]=[CH:6][C:5]([NH:8][C:9](=[O:18])[CH:10]=[CH:11]C2C=CC=CC=2)=[CH:4][CH:3]=1.[Cl-:19].[Cl-].[Cl-].[Al+3]. (8) Given the product [CH2:1]([O:8][C:9]1[CH:10]=[C:11]([CH:15]=[C:16]([O:18][C@@H:19]([CH3:23])[CH2:20][O:21][CH3:22])[CH:17]=1)[C:12]([N:26]([O:27][CH3:28])[CH3:25])=[O:14])[C:2]1[CH:3]=[CH:4][CH:5]=[CH:6][CH:7]=1, predict the reactants needed to synthesize it. The reactants are: [CH2:1]([O:8][C:9]1[CH:10]=[C:11]([CH:15]=[C:16]([O:18][C@@H:19]([CH3:23])[CH2:20][O:21][CH3:22])[CH:17]=1)[C:12]([OH:14])=O)[C:2]1[CH:7]=[CH:6][CH:5]=[CH:4][CH:3]=1.Cl.[CH3:25][NH:26][O:27][CH3:28].CCN=C=NCCCN(C)C.